From a dataset of Reaction yield outcomes from USPTO patents with 853,638 reactions. Predict the reaction yield, written as a fraction of the theoretical maximum amount of product (1.0 means a 100% yield; for example, 0.34 means a 34% yield). The reactants are [Br:1][C:2]1[CH:7]=[CH:6][C:5]([N:8]2[CH:12]=[CH:11][C:10]([NH:13][C:14](=[O:22])[CH2:15][C:16]3[CH:21]=[CH:20][CH:19]=[CH:18][CH:17]=3)=[C:9]2[C:23]([O:25]CC)=O)=[CH:4][CH:3]=1.CC(C)([O-])C.[K+]. The catalyst is CS(C)=O. The product is [Br:1][C:2]1[CH:3]=[CH:4][C:5]([N:8]2[C:9]3[C:23]([OH:25])=[C:15]([C:16]4[CH:17]=[CH:18][CH:19]=[CH:20][CH:21]=4)[C:14](=[O:22])[NH:13][C:10]=3[CH:11]=[CH:12]2)=[CH:6][CH:7]=1. The yield is 0.910.